Dataset: Full USPTO retrosynthesis dataset with 1.9M reactions from patents (1976-2016). Task: Predict the reactants needed to synthesize the given product. (1) Given the product [CH2:26]([O:25][CH2:24][C:23]([NH:22][C:14]1[C:13]([O:34][CH3:35])=[C:12]([NH:11][C:2](=[O:3])[O:4][C:5]2[CH:10]=[CH:9][CH:8]=[CH:7][CH:6]=2)[CH:17]=[C:16]([C:18]([CH3:21])([CH3:19])[CH3:20])[CH:15]=1)=[O:33])[C:27]1[CH:28]=[CH:29][CH:30]=[CH:31][CH:32]=1, predict the reactants needed to synthesize it. The reactants are: Cl[C:2]([O:4][C:5]1[CH:10]=[CH:9][CH:8]=[CH:7][CH:6]=1)=[O:3].[NH2:11][C:12]1[C:13]([O:34][CH3:35])=[C:14]([NH:22][C:23](=[O:33])[CH2:24][O:25][CH2:26][C:27]2[CH:32]=[CH:31][CH:30]=[CH:29][CH:28]=2)[CH:15]=[C:16]([C:18]([CH3:21])([CH3:20])[CH3:19])[CH:17]=1.C([O-])(O)=O.[Na+]. (2) Given the product [CH:9](=[O:17])[CH2:10][CH2:11][CH2:12][CH2:13][CH2:14][CH2:15][CH3:16], predict the reactants needed to synthesize it. The reactants are: ClN1C(=O)CCC1=O.[CH2:9]([OH:17])[CH2:10][CH2:11][CH2:12][CH2:13][CH2:14][CH2:15][CH3:16].CCN(CC)CC. (3) Given the product [C:8]([C:7]1[CH:10]=[C:3](/[CH:1]=[CH:17]/[C:18]([OH:20])=[O:19])[CH:4]=[CH:5][C:6]=1[N:11]1[CH:15]=[N:14][CH:13]=[N:12]1)#[N:9], predict the reactants needed to synthesize it. The reactants are: [CH:1]([C:3]1[CH:4]=[CH:5][C:6]([N:11]2[CH:15]=[N:14][CH:13]=[N:12]2)=[C:7]([CH:10]=1)[C:8]#[N:9])=O.C(O)(=O)[CH2:17][C:18]([OH:20])=[O:19].N1CCCCC1. (4) Given the product [Cl:20][C:21]1[CH:22]=[CH:23][C:24]([C:25]([C:27]2[CH:28]=[C:29]3[C:30](=[CH:31][CH:32]=2)[NH:33][C:34](=[O:39])[CH:35]=[C:36]3[OH:38])=[O:26])=[CH:40][CH:41]=1, predict the reactants needed to synthesize it. The reactants are: CS(O)(=O)=O.O=P12OP3(OP(OP(O3)(O1)=O)(=O)O2)=O.[Cl:20][C:21]1[CH:41]=[CH:40][C:24]([C:25]([C:27]2[CH:32]=[CH:31][C:30]([NH:33][C:34](=[O:39])[CH2:35][C:36]([OH:38])=O)=[CH:29][CH:28]=2)=[O:26])=[CH:23][CH:22]=1. (5) Given the product [CH3:29][C:30]1[C:36]([CH3:37])=[CH:35][CH:34]=[CH:33][C:31]=1[NH:32][C:14](=[O:16])[CH:13]=[N:20][OH:21], predict the reactants needed to synthesize it. The reactants are: N1C2C(=CC=CC=2)C(=O)C1=O.Cl[C:13](Cl)(Cl)[CH:14]([OH:16])O.Cl.[NH2:20][OH:21].S([O-])([O-])(=O)=O.[Na+].[Na+].[CH3:29][C:30]1[C:36]([CH3:37])=[CH:35][CH:34]=[CH:33][C:31]=1[NH2:32].